From a dataset of Reaction yield outcomes from USPTO patents with 853,638 reactions. Predict the reaction yield, written as a fraction of the theoretical maximum amount of product (1.0 means a 100% yield; for example, 0.34 means a 34% yield). (1) The reactants are [CH2:1]([N:3]1[CH2:8][CH:7]=[C:6]([C:9]2[CH:14]=[CH:13][CH:12]=[C:11]([S:15]([CH3:18])(=[O:17])=[O:16])[C:10]=2[F:19])[CH2:5][CH2:4]1)[CH3:2].C(O)=O. The yield is 0.700. The catalyst is [Pd].C(O)(C)C. The product is [CH2:1]([N:3]1[CH2:4][CH2:5][CH:6]([C:9]2[CH:14]=[CH:13][CH:12]=[C:11]([S:15]([CH3:18])(=[O:17])=[O:16])[C:10]=2[F:19])[CH2:7][CH2:8]1)[CH3:2]. (2) The reactants are CCN(CC)CC.[CH3:8][O:9][C:10]1[CH:16]=[CH:15][C:13]([NH2:14])=[C:12]([CH3:17])[CH:11]=1.Cl[CH2:19][CH2:20][CH2:21][C:22](Cl)=[O:23].CC([O-])(C)C.[K+]. The catalyst is C1COCC1.O. The product is [CH3:8][O:9][C:10]1[CH:16]=[CH:15][C:13]([N:14]2[CH2:19][CH2:20][CH2:21][C:22]2=[O:23])=[C:12]([CH3:17])[CH:11]=1. The yield is 0.920. (3) The catalyst is N1C=CC=CC=1. The product is [C:24]([O:15][CH2:14][CH2:13][NH:12][C:6]1[N:5]=[C:4]2[C:9]([N:10]=[C:2]([OH:1])[N:3]2[CH2:16][C:17]2[CH:18]=[N:19][C:20]([CH3:23])=[CH:21][CH:22]=2)=[C:8]([NH2:11])[N:7]=1)(=[O:26])[CH3:25]. The reactants are [OH:1][C:2]1[N:3]([CH2:16][C:17]2[CH:18]=[N:19][C:20]([CH3:23])=[CH:21][CH:22]=2)[C:4]2[C:9]([N:10]=1)=[C:8]([NH2:11])[N:7]=[C:6]([NH:12][CH2:13][CH2:14][OH:15])[N:5]=2.[C:24](OC(=O)C)(=[O:26])[CH3:25].C(=O)([O-])O.[Na+]. The yield is 0.120. (4) The reactants are C([O:4][C@H:5]1[C:9]2[N:10]=[CH:11][N:12]=[C:13]([N:14]3[CH2:19][CH2:18][N:17]([C:20]([O:22][C:23]([CH3:26])([CH3:25])[CH3:24])=[O:21])[CH2:16][CH2:15]3)[C:8]=2[C@H:7]([CH3:27])[CH2:6]1)(=O)C.[Li+].[OH-]. The catalyst is C1COCC1. The product is [OH:4][C@H:5]1[C:9]2[N:10]=[CH:11][N:12]=[C:13]([N:14]3[CH2:19][CH2:18][N:17]([C:20]([O:22][C:23]([CH3:26])([CH3:25])[CH3:24])=[O:21])[CH2:16][CH2:15]3)[C:8]=2[C@H:7]([CH3:27])[CH2:6]1. The yield is 0.700. (5) The reactants are [N:1]12[CH2:8][CH2:7][CH:4]([CH2:5][CH2:6]1)[CH:3]([NH2:9])[CH2:2]2.C1N=CN([C:15](N2C=NC=C2)=[O:16])C=1.[CH:22]1[C:31]2[C:26](=[CH:27][CH:28]=[CH:29][CH:30]=2)[CH:25]=[CH:24][C:23]=1[C:32]([NH2:35])([CH3:34])[CH3:33]. No catalyst specified. The product is [CH:22]1[C:31]2[C:26](=[CH:27][CH:28]=[CH:29][CH:30]=2)[CH:25]=[CH:24][C:23]=1[C:32]([NH:35][C:15]([NH:9][CH:3]1[CH:4]2[CH2:7][CH2:8][N:1]([CH2:6][CH2:5]2)[CH2:2]1)=[O:16])([CH3:33])[CH3:34]. The yield is 0.490. (6) The reactants are [CH3:1][C:2]1[C:3](=[O:27])[C:4]2[C:9]([C:10](=[O:26])[C:11]=1[CH:12]([C:14](=O)[C@H](C)NC(OC(C)(C)C)=O)N)=[CH:8][CH:7]=[CH:6][CH:5]=2.[NH:28]([C:33]([O:35][C:36]([CH3:39])([CH3:38])[CH3:37])=[O:34])[CH2:29][C:30]([OH:32])=O.C[N:41](C(ON1N=NC2C=CC=CC1=2)=[N+](C)C)C.F[P-](F)(F)(F)(F)F.C1C=CC2N(O)N=NC=2C=1.CCN(C(C)C)C(C)C. The catalyst is C(Cl)Cl. The product is [CH3:1][C:2]1[C:3](=[O:27])[C:4]2[C:9]([C:10](=[O:26])[C:11]=1[CH2:12][CH:14]([C:30](=[O:32])[CH2:29][NH:28][C:33]([O:35][C:36]([CH3:39])([CH3:38])[CH3:37])=[O:34])[NH2:41])=[CH:8][CH:7]=[CH:6][CH:5]=2. The yield is 0.630.